From a dataset of Forward reaction prediction with 1.9M reactions from USPTO patents (1976-2016). Predict the product of the given reaction. (1) Given the reactants [N:1]1([CH2:7][C:8]2[CH:13]=[CH:12][C:11]([C:14]#[C:15][C:16]3[CH:24]=[CH:23][C:19]([C:20](O)=[O:21])=[CH:18][CH:17]=3)=[CH:10][CH:9]=2)[CH2:6][CH2:5][O:4][CH2:3][CH2:2]1.Cl.CN(C(ON1N=NC2C=CC=NC1=2)=[N+](C)C)C.F[P-](F)(F)(F)(F)F.CCN(C(C)C)C(C)C.[CH:59]1[C:71]2[CH:70]([CH2:72][O:73][C:74]([N:76]3[CH2:80][CH2:79][CH:78]([CH:81]([NH2:86])[C:82]([O:84][CH3:85])=[O:83])[CH2:77]3)=[O:75])[C:69]3[C:64](=[CH:65][CH:66]=[CH:67][CH:68]=3)[C:63]=2[CH:62]=[CH:61][CH:60]=1, predict the reaction product. The product is: [CH:59]1[C:71]2[CH:70]([CH2:72][O:73][C:74]([N:76]3[CH2:80][CH2:79][CH:78]([CH:81]([C:82]([O:84][CH3:85])=[O:83])[NH:86][C:20](=[O:21])[C:19]4[CH:18]=[CH:17][C:16]([C:15]#[C:14][C:11]5[CH:12]=[CH:13][C:8]([CH2:7][N:1]6[CH2:6][CH2:5][O:4][CH2:3][CH2:2]6)=[CH:9][CH:10]=5)=[CH:24][CH:23]=4)[CH2:77]3)=[O:75])[C:69]3[C:64](=[CH:65][CH:66]=[CH:67][CH:68]=3)[C:63]=2[CH:62]=[CH:61][CH:60]=1. (2) Given the reactants [C]=O.Br[C:4]1[CH:5]=[N:6][CH:7]=[C:8]([Cl:30])[C:9]=1[NH:10][C:11]1[C:20]2[C:15](=[C:16]([O:23][CH:24]3[CH2:28][CH2:27][CH2:26][CH2:25]3)[C:17]([O:21][CH3:22])=[CH:18][CH:19]=2)[O:14][C:13](=[O:29])[CH:12]=1.C1C=CC(P(C2C=CC=CC=2)CCCP(C2C=CC=CC=2)C2C=CC=CC=2)=CC=1.C(N(CC)CC)C, predict the reaction product. The product is: [Cl:30][C:8]1[CH:7]=[N:6][CH:5]=[C:4]([C:9]=1[NH:10][C:11]1[C:20]2[C:15](=[C:16]([O:23][CH:24]3[CH2:28][CH2:27][CH2:26][CH2:25]3)[C:17]([O:21][CH3:22])=[CH:18][CH:19]=2)[O:14][C:13](=[O:29])[CH:12]=1)[C:13]([O:14][CH3:15])=[O:29]. (3) Given the reactants [C:1]([O:5][C:6]([N:8]([CH2:17][CH2:18][C:19]([CH:21]1[CH2:25][CH2:24][CH2:23][CH2:22]1)=[O:20])[C@H:9]([CH3:16])[CH2:10][C:11](OCC)=[O:12])=[O:7])([CH3:4])([CH3:3])[CH3:2].CC([O-])(C)C.[K+], predict the reaction product. The product is: [CH:21]1([C:19]([CH:18]2[CH2:17][N:8]([C:6]([O:5][C:1]([CH3:2])([CH3:3])[CH3:4])=[O:7])[C@H:9]([CH3:16])[CH2:10][C:11]2=[O:12])=[O:20])[CH2:25][CH2:24][CH2:23][CH2:22]1. (4) Given the reactants [Cl:1][C:2]1[CH:7]=[CH:6][C:5]([OH:8])=[C:4]([CH:9]2[CH2:14][CH2:13][CH2:12][CH2:11][CH2:10]2)[CH:3]=1.[N:15]([O-:17])=[O:16].[Na+].C(OC(C)C)(C)C.S(=O)(=O)(O)O, predict the reaction product. The product is: [Cl:1][C:2]1[CH:7]=[C:6]([N+:15]([O-:17])=[O:16])[C:5]([OH:8])=[C:4]([CH:9]2[CH2:14][CH2:13][CH2:12][CH2:11][CH2:10]2)[CH:3]=1. (5) Given the reactants [NH:1]1[CH2:5][C:4](=[O:6])[NH:3][CH2:2]1.[F:7][C:8]1[CH:9]=[C:10]([N+:15]([O-:17])=[O:16])[CH:11]=[CH:12][C:13]=1F.C(N(C(C)C)CC)(C)C, predict the reaction product. The product is: [F:7][C:8]1[CH:9]=[C:10]([N+:15]([O-:17])=[O:16])[CH:11]=[CH:12][C:13]=1[N:1]1[CH2:5][C:4](=[O:6])[NH:3][CH2:2]1. (6) Given the reactants [CH:1]1[C:6]([OH:7])=[CH:5][CH:4]=[C:3]([CH3:8])[CH:2]=1.ClCCCl.[N+:13]([O-])([OH:15])=[O:14], predict the reaction product. The product is: [N+:13]([C:5]1[C:6]([OH:7])=[CH:1][CH:2]=[C:3]([CH3:8])[CH:4]=1)([O-:15])=[O:14].